This data is from Reaction yield outcomes from USPTO patents with 853,638 reactions. The task is: Predict the reaction yield, written as a fraction of the theoretical maximum amount of product (1.0 means a 100% yield; for example, 0.34 means a 34% yield). The reactants are [O:1]1[CH:5]=[CH:4][CH:3]=[C:2]1[C:6]1[N:10]([C:11]2[CH:12]=[C:13]([CH:16]=[CH:17][CH:18]=2)[CH:14]=[O:15])[N:9]=[C:8]([C:19]([F:22])([F:21])[F:20])[CH:7]=1.[CH2:23](O)[CH2:24][CH2:25][OH:26].O.C1(C)C=CC(S(O)(=O)=O)=CC=1. The catalyst is C1(C)C=CC=CC=1. The product is [O:15]1[CH2:23][CH2:24][CH2:25][O:26][CH:14]1[C:13]1[CH:12]=[C:11]([N:10]2[C:6]([C:2]3[O:1][CH:5]=[CH:4][CH:3]=3)=[CH:7][C:8]([C:19]([F:20])([F:22])[F:21])=[N:9]2)[CH:18]=[CH:17][CH:16]=1. The yield is 0.790.